Dataset: Full USPTO retrosynthesis dataset with 1.9M reactions from patents (1976-2016). Task: Predict the reactants needed to synthesize the given product. (1) Given the product [F:26][C:20]1[CH:21]=[C:22]([F:25])[CH:23]=[CH:24][C:19]=1[O:18][C:14]1[CH:15]=[CH:16][C:17]2[N:12]([CH:11]=[CH:10][C:9](=[O:27])[C:8]=2[C:3]2[CH:4]=[CH:5][CH:6]=[CH:7][C:2]=2/[CH:28]=[CH:29]/[CH3:30])[N:13]=1, predict the reactants needed to synthesize it. The reactants are: Br[C:2]1[CH:7]=[CH:6][CH:5]=[CH:4][C:3]=1[C:8]1[C:9](=[O:27])[CH:10]=[CH:11][N:12]2[C:17]=1[CH:16]=[CH:15][C:14]([O:18][C:19]1[CH:24]=[CH:23][C:22]([F:25])=[CH:21][C:20]=1[F:26])=[N:13]2.[CH3:28][CH2:29][CH2:30]C[Sn](/C=C/C)(CCCC)CCCC. (2) Given the product [CH3:1][O:2][C:3]1[CH:4]=[CH:5][C:6]([C:9]2[S:13][C:12]([C:14]([N:16]3[CH2:27][CH2:26][CH2:25][C@H:17]3[C:18]([OH:20])=[O:19])=[O:15])=[C:11]([NH:28][C:29]([NH:31][C:32]3[C:37]([CH3:38])=[CH:36][C:35]([CH3:39])=[CH:34][C:33]=3[CH3:40])=[O:30])[CH:10]=2)=[CH:7][CH:8]=1, predict the reactants needed to synthesize it. The reactants are: [CH3:1][O:2][C:3]1[CH:8]=[CH:7][C:6]([C:9]2[S:13][C:12]([C:14]([N:16]3[CH2:27][CH2:26][CH2:25][C@H:17]3[C:18]([O:20]C(C)(C)C)=[O:19])=[O:15])=[C:11]([NH:28][C:29]([NH:31][C:32]3[C:37]([CH3:38])=[CH:36][C:35]([CH3:39])=[CH:34][C:33]=3[CH3:40])=[O:30])[CH:10]=2)=[CH:5][CH:4]=1.C(O)(C(F)(F)F)=O. (3) Given the product [CH3:16][C:17]1[S:21][C:20]([S:22]([N:9]2[CH2:8][CH2:7][C:6]3([C:4](=[O:5])[N:33]([C:32]4[CH:34]=[CH:35][C:29]([O:28][C:27]([F:26])([F:36])[F:37])=[CH:30][CH:31]=4)[CH2:13][CH2:12]3)[CH2:11][CH2:10]2)(=[O:24])=[O:23])=[CH:19][CH:18]=1, predict the reactants needed to synthesize it. The reactants are: C(O[C:4]([C:6]1([CH2:12][CH2:13]OC)[CH2:11][CH2:10][NH:9][CH2:8][CH2:7]1)=[O:5])C.[CH3:16][C:17]1[S:21][C:20]([S:22](Cl)(=[O:24])=[O:23])=[CH:19][CH:18]=1.[F:26][C:27]([F:37])([F:36])[O:28][C:29]1[CH:35]=[CH:34][C:32]([NH2:33])=[CH:31][CH:30]=1.